This data is from Catalyst prediction with 721,799 reactions and 888 catalyst types from USPTO. The task is: Predict which catalyst facilitates the given reaction. (1) Reactant: FC(F)(F)C(O)=O.[Cl:8][C:9]1[C:10]([F:43])=[C:11]([CH:15]2[C:19]([C:22]3[CH:27]=[CH:26][C:25]([Cl:28])=[CH:24][C:23]=3[F:29])([C:20]#[N:21])[CH:18]([CH2:30][C:31]([CH3:39])([C:33]3[O:34][C:35]([CH3:38])=[CH:36][CH:37]=3)[CH3:32])[NH:17][CH:16]2[C:40](O)=[O:41])[CH:12]=[CH:13][CH:14]=1.CC1(C)[O:49][C@@H:48]([CH2:50][CH2:51][NH2:52])[CH2:47][O:46]1.CN(C(ON1N=NC2C=CC=NC1=2)=[N+](C)C)C.F[P-](F)(F)(F)(F)F.CCN(C(C)C)C(C)C.Cl. Product: [OH:49][C@H:48]([CH2:47][OH:46])[CH2:50][CH2:51][NH:52][C:40]([CH:16]1[CH:15]([C:11]2[CH:12]=[CH:13][CH:14]=[C:9]([Cl:8])[C:10]=2[F:43])[C:19]([C:22]2[CH:27]=[CH:26][C:25]([Cl:28])=[CH:24][C:23]=2[F:29])([C:20]#[N:21])[CH:18]([CH2:30][C:31]([CH3:39])([C:33]2[O:34][C:35]([CH3:38])=[CH:36][CH:37]=2)[CH3:32])[NH:17]1)=[O:41]. The catalyst class is: 539. (2) Reactant: [H-].[Na+].[NH2:3][C:4]1[CH:5]=[C:6]([SH:10])[CH:7]=[CH:8][CH:9]=1.Cl[C:12]1[C:21]2[C:16](=[CH:17][C:18]([O:24][CH2:25][CH3:26])=[C:19]([O:22][CH3:23])[CH:20]=2)[N:15]=[CH:14][N:13]=1. Product: [CH2:25]([O:24][C:18]1[CH:17]=[C:16]2[C:21]([C:12]([S:10][C:6]3[CH:5]=[C:4]([CH:9]=[CH:8][CH:7]=3)[NH2:3])=[N:13][CH:14]=[N:15]2)=[CH:20][C:19]=1[O:22][CH3:23])[CH3:26]. The catalyst class is: 1. (3) The catalyst class is: 5. Reactant: [CH:1]1([CH2:6][C@@H:7]([C:20]([NH:22][NH:23][C:24]2[C:29]([F:30])=[C:28]([N:31]3[CH2:36][CH2:35][N:34]([CH2:37][CH3:38])[CH2:33][CH2:32]3)[N:27]=[C:26]([O:39][CH3:40])[N:25]=2)=[O:21])[CH2:8][N:9]([O:12]CC2C=CC=CC=2)[CH:10]=[O:11])[CH2:5][CH2:4][CH2:3][CH2:2]1. Product: [CH:1]1([CH2:6][C@@H:7]([C:20]([NH:22][NH:23][C:24]2[C:29]([F:30])=[C:28]([N:31]3[CH2:32][CH2:33][N:34]([CH2:37][CH3:38])[CH2:35][CH2:36]3)[N:27]=[C:26]([O:39][CH3:40])[N:25]=2)=[O:21])[CH2:8][N:9]([OH:12])[CH:10]=[O:11])[CH2:5][CH2:4][CH2:3][CH2:2]1. (4) The catalyst class is: 13. Product: [CH2:8]([NH:10][C:11]([N:23]1[C:24]([CH3:26])=[CH:25][C:21]([O:20][C:17]2[CH:18]=[CH:19][C:14]([Cl:13])=[C:15]([C:27]([F:30])([F:28])[F:29])[CH:16]=2)=[N:22]1)=[O:12])[CH3:9]. Reactant: C(N(CC)CC)C.[CH2:8]([N:10]=[C:11]=[O:12])[CH3:9].[Cl:13][C:14]1[CH:19]=[CH:18][C:17]([O:20][C:21]2[CH:25]=[C:24]([CH3:26])[NH:23][N:22]=2)=[CH:16][C:15]=1[C:27]([F:30])([F:29])[F:28].Cl.